Task: Regression. Given two drug SMILES strings and cell line genomic features, predict the synergy score measuring deviation from expected non-interaction effect.. Dataset: NCI-60 drug combinations with 297,098 pairs across 59 cell lines Drug 1: CCC(=C(C1=CC=CC=C1)C2=CC=C(C=C2)OCCN(C)C)C3=CC=CC=C3.C(C(=O)O)C(CC(=O)O)(C(=O)O)O. Drug 2: CC(C)NC(=O)C1=CC=C(C=C1)CNNC.Cl. Cell line: OVCAR-8. Synergy scores: CSS=2.80, Synergy_ZIP=-1.07, Synergy_Bliss=-2.26, Synergy_Loewe=-0.487, Synergy_HSA=-1.61.